This data is from Full USPTO retrosynthesis dataset with 1.9M reactions from patents (1976-2016). The task is: Predict the reactants needed to synthesize the given product. (1) Given the product [I-:2].[CH3:10][N+:3]1[CH:8]=[CH:7][CH:6]=[C:5]([CH3:9])[CH:4]=1, predict the reactants needed to synthesize it. The reactants are: C[I:2].[N:3]1[CH:8]=[CH:7][CH:6]=[C:5]([CH3:9])[CH:4]=1.[C:10](OC)(C)(C)C. (2) Given the product [Cl:1][C:2]1[C:3]([O:19][CH3:20])=[C:4]([N:8]2[CH2:9][CH2:10][NH:11][CH2:12][CH2:13]2)[CH:5]=[CH:6][CH:7]=1, predict the reactants needed to synthesize it. The reactants are: [Cl:1][C:2]1[C:3]([O:19][CH3:20])=[C:4]([N:8]2[CH2:13][CH2:12][N:11](CCCCN)[CH2:10][CH2:9]2)[CH:5]=[CH:6][CH:7]=1.P(OC(C)(C)C)(OC(C)(C)C)OC(C)(C)C.N1CCNCC1.ClC1C(Cl)=C(OC)C=CC=1. (3) The reactants are: [CH2:1]([C:3]1[C:4]([NH2:9])=[N:5][CH:6]=[CH:7][CH:8]=1)[CH3:2].O1CCOCC1.[Br:16]N1C(=O)CCC1=O. Given the product [Br:16][C:7]1[CH:8]=[C:3]([CH2:1][CH3:2])[C:4]([NH2:9])=[N:5][CH:6]=1, predict the reactants needed to synthesize it. (4) Given the product [CH2:16]([O:19][C:20]1[CH:25]=[N:24][CH:23]=[C:22]([N:13]2[CH:14]=[C:10]([C:9]#[C:8][C:6]3[CH:5]=[CH:4][N:3]=[C:2]([Cl:1])[CH:7]=3)[N:11]=[C:12]2[CH3:15])[N:21]=1)[CH:17]=[CH2:18], predict the reactants needed to synthesize it. The reactants are: [Cl:1][C:2]1[CH:7]=[C:6]([C:8]#[C:9][C:10]2[N:11]=[C:12]([CH3:15])[NH:13][CH:14]=2)[CH:5]=[CH:4][N:3]=1.[CH2:16]([O:19][C:20]1[CH:25]=[N:24][CH:23]=[C:22](Cl)[N:21]=1)[CH:17]=[CH2:18]. (5) Given the product [Cl:1][C:2]1[N:6]([CH2:7][CH:8]2[CH2:15][CH2:14]2)[N:5]=[CH:4][C:3]=1[N+:11]([O-:13])=[O:12], predict the reactants needed to synthesize it. The reactants are: [Cl:1][C:2]1[N:6]([CH2:7][CH:8](F)F)[N:5]=[CH:4][C:3]=1[N+:11]([O-:13])=[O:12].[CH:14]1(CN2C=C([N+]([O-])=O)C=N2)C[CH2:15]1. (6) Given the product [Br:29][C:30]1[CH:35]=[CH:34][C:33]([Cl:36])=[CH:32][C:31]=1[C:2]1[C:7]([O:8][CH3:9])=[CH:6][N:5]([CH:10]([CH3:27])[C:11]([NH:13][C:14]2[CH:15]=[CH:16][C:17]([C:18]([O:20][C:21]([CH3:22])([CH3:23])[CH3:24])=[O:19])=[CH:25][CH:26]=2)=[O:12])[C:4](=[O:28])[CH:3]=1, predict the reactants needed to synthesize it. The reactants are: Br[C:2]1[C:7]([O:8][CH3:9])=[CH:6][N:5]([CH:10]([CH3:27])[C:11]([NH:13][C:14]2[CH:26]=[CH:25][C:17]([C:18]([O:20][C:21]([CH3:24])([CH3:23])[CH3:22])=[O:19])=[CH:16][CH:15]=2)=[O:12])[C:4](=[O:28])[CH:3]=1.[Br:29][C:30]1[CH:35]=[CH:34][C:33]([Cl:36])=[CH:32][C:31]=1B(O)O.C(=O)([O-])[O-].[K+].[K+]. (7) Given the product [CH3:36][N:37]([CH3:41])[C:38]([N:15]1[CH2:16][CH2:17][CH2:18][CH2:19][CH:14]1[CH2:13][CH2:12][O:11][C:9]1[CH:10]=[C:2]([F:1])[CH:3]=[C:4]([NH:20][C:21]2[CH:26]=[CH:25][C:24]([I:27])=[CH:23][C:22]=2[F:28])[C:5]=1[C:6](=[O:7])[NH2:8])=[O:39], predict the reactants needed to synthesize it. The reactants are: [F:1][C:2]1[CH:10]=[C:9]([O:11][CH2:12][CH2:13][CH:14]2[CH2:19][CH2:18][CH2:17][CH2:16][NH:15]2)[C:5]([C:6]([NH2:8])=[O:7])=[C:4]([NH:20][C:21]2[CH:26]=[CH:25][C:24]([I:27])=[CH:23][C:22]=2[F:28])[CH:3]=1.C(N(CC)CC)C.[CH3:36][N:37]([CH3:41])[C:38](Cl)=[O:39].